Dataset: Reaction yield outcomes from USPTO patents with 853,638 reactions. Task: Predict the reaction yield, written as a fraction of the theoretical maximum amount of product (1.0 means a 100% yield; for example, 0.34 means a 34% yield). (1) The reactants are Br[C:2]1[CH:3]=[C:4]([NH:10][C:11]2[CH:21]=[C:14]3[CH2:15][O:16][C:17]([CH3:20])([CH3:19])[CH2:18][N:13]3[N:12]=2)[C:5](=[O:9])[N:6]([CH3:8])[CH:7]=1.[C:22]([O:25][CH2:26][C:27]1[C:28]([N:42]2[N:51]=[CH:50][C:49]3[C:44](=[C:45]([F:56])[CH:46]=[C:47]([C:52]([CH3:55])([CH3:54])[CH3:53])[CH:48]=3)[C:43]2=[O:57])=[N:29][CH:30]=[CH:31][C:32]=1B1OC(C)(C)C(C)(C)O1)(=[O:24])[CH3:23].C([O-])(=O)C.[Na+].[O-]P([O-])([O-])=O.[K+].[K+].[K+]. The catalyst is O.C1C=CC(P(C2C=CC=CC=2)[C-]2C=CC=C2)=CC=1.C1C=CC(P(C2C=CC=CC=2)[C-]2C=CC=C2)=CC=1.Cl[Pd]Cl.[Fe+2].C(#N)C. The product is [C:22]([O:25][CH2:26][C:27]1[C:28]([N:42]2[N:51]=[CH:50][C:49]3[C:44](=[C:45]([F:56])[CH:46]=[C:47]([C:52]([CH3:54])([CH3:53])[CH3:55])[CH:48]=3)[C:43]2=[O:57])=[N:29][CH:30]=[CH:31][C:32]=1[C:2]1[CH:3]=[C:4]([NH:10][C:11]2[CH:21]=[C:14]3[CH2:15][O:16][C:17]([CH3:20])([CH3:19])[CH2:18][N:13]3[N:12]=2)[C:5](=[O:9])[N:6]([CH3:8])[CH:7]=1)(=[O:24])[CH3:23]. The yield is 0.500. (2) The product is [C:38]([O:37][C:36](=[O:42])[NH:35][CH2:34][CH2:33][SH:32]([S:3](=[O:5])(=[O:4])[NH:6][CH2:7][C:8]1([C:26]2[CH:27]=[CH:28][CH:29]=[CH:30][CH:31]=2)[N:9]([C:20](=[O:25])[C:21]([CH3:23])([CH3:22])[CH3:24])[N:10]=[C:11]([NH:13][C:14](=[O:19])[C:15]([CH3:18])([CH3:16])[CH3:17])[S:12]1)[CH3:43])([CH3:39])([CH3:41])[CH3:40]. The yield is 0.390. The reactants are ClC[S:3]([NH:6][CH2:7][C:8]1([C:26]2[CH:31]=[CH:30][CH:29]=[CH:28][CH:27]=2)[S:12][C:11]([NH:13][C:14](=[O:19])[C:15]([CH3:18])([CH3:17])[CH3:16])=[N:10][N:9]1[C:20](=[O:25])[C:21]([CH3:24])([CH3:23])[CH3:22])(=[O:5])=[O:4].[SH:32][CH2:33][CH2:34][NH:35][C:36](=[O:42])[O:37][C:38]([CH3:41])([CH3:40])[CH3:39].[C:43](=O)([O-])O.[Na+].O. The catalyst is CN(C=O)C. (3) The reactants are [F:1][C:2]([F:28])([O:19][C:20]1[CH:25]=[CH:24][C:23]([S:26][CH3:27])=[CH:22][CH:21]=1)[C@H:3](OS(C(F)(F)F)(=O)=O)[C:4]1[CH:9]=[CH:8][C:7]([F:10])=[CH:6][CH:5]=1.[NH2:29][C@@H:30]([CH2:34][S:35][C:36]([C:49]1[CH:54]=[CH:53][CH:52]=[CH:51][CH:50]=1)([C:43]1[CH:48]=[CH:47][CH:46]=[CH:45][CH:44]=1)[C:37]1[CH:42]=[CH:41][CH:40]=[CH:39][CH:38]=1)[C:31]([OH:33])=[O:32]. The catalyst is C(Cl)Cl. The product is [F:28][C:2]([F:1])([O:19][C:20]1[CH:21]=[CH:22][C:23]([S:26][CH3:27])=[CH:24][CH:25]=1)[C@@H:3]([NH:29][C@@H:30]([CH2:34][S:35][C:36]([C:49]1[CH:54]=[CH:53][CH:52]=[CH:51][CH:50]=1)([C:37]1[CH:38]=[CH:39][CH:40]=[CH:41][CH:42]=1)[C:43]1[CH:48]=[CH:47][CH:46]=[CH:45][CH:44]=1)[C:31]([OH:33])=[O:32])[C:4]1[CH:5]=[CH:6][C:7]([F:10])=[CH:8][CH:9]=1. The yield is 0.270. (4) The reactants are C1(C)C=C(C)C=C(C)C=1S(O[NH2:13])(=O)=O.[C:15]([SiH2:19][O:20][C:21]([C:37]1[CH:42]=[CH:41][CH:40]=[CH:39][CH:38]=1)([C:31]1[CH:36]=[CH:35][CH:34]=[CH:33][CH:32]=1)[C:22]1[CH:27]=[CH:26][N:25]=[C:24]([C:28]#[C:29][CH3:30])[CH:23]=1)([CH3:18])([CH3:17])[CH3:16].C(=O)([O-])[O-].[K+].[K+]. The catalyst is C(Cl)(Cl)Cl.O. The product is [C:15]([SiH2:19][O:20][C:21]([C:31]1[CH:36]=[CH:35][CH:34]=[CH:33][CH:32]=1)([C:37]1[CH:38]=[CH:39][CH:40]=[CH:41][CH:42]=1)[C:22]1[CH:27]=[CH:26][N:25]2[N:13]=[C:29]([CH3:30])[CH:28]=[C:24]2[CH:23]=1)([CH3:16])([CH3:17])[CH3:18]. The yield is 0.420. (5) The reactants are [Cl:1][C:2]1[CH:7]=[CH:6][C:5]([OH:8])=[C:4]([F:9])[CH:3]=1.[OH-].[K+].Cl[C:13]1[C:18]([C:19]#[N:20])=[CH:17][N:16]=[C:15]2[C:21]3[CH:27]=[CH:26][CH:25]=[CH:24][C:22]=3[O:23][C:14]=12. The catalyst is C(OCC)(=O)C. The product is [Cl:1][C:2]1[CH:7]=[CH:6][C:5]([O:8][C:13]2[C:18]([C:19]#[N:20])=[CH:17][N:16]=[C:15]3[C:21]4[CH:27]=[CH:26][CH:25]=[CH:24][C:22]=4[O:23][C:14]=23)=[C:4]([F:9])[CH:3]=1. The yield is 0.460. (6) The reactants are [C:1]([O:5][C:6]([N:8]1[CH2:13][CH2:12][CH:11]([CH2:14][O:15][C:16]2[CH:21]=[CH:20][CH:19]=[CH:18][C:17]=2[NH2:22])[CH2:10][CH2:9]1)=[O:7])([CH3:4])([CH3:3])[CH3:2].[O:23]1CC[CH2:25][CH2:24]1. The catalyst is C(OC(=O)C)(=O)C.C(N(CC)CC)C. The product is [C:1]([O:5][C:6]([N:8]1[CH2:9][CH2:10][CH:11]([CH2:14][O:15][C:16]2[CH:21]=[CH:20][CH:19]=[CH:18][C:17]=2[NH:22][C:24](=[O:23])[CH3:25])[CH2:12][CH2:13]1)=[O:7])([CH3:4])([CH3:2])[CH3:3]. The yield is 1.00. (7) The reactants are [H-].[CH2:2]([Al+]CC(C)C)C(C)C.[CH3:11][C:12]1[CH:20]=[CH:19][C:18]([CH3:21])=[C:17]2[C:13]=1[CH2:14][O:15][C:16]2=[O:22].C(OCC)C.B(F)(F)F.CCOCC. The catalyst is C1(C)C=CC=CC=1.CO.[Cl-].[Na+].O. The product is [CH3:2][O:22][CH:16]1[C:17]2[C:13](=[C:12]([CH3:11])[CH:20]=[CH:19][C:18]=2[CH3:21])[CH2:14][O:15]1. The yield is 0.840.